From a dataset of Reaction yield outcomes from USPTO patents with 853,638 reactions. Predict the reaction yield, written as a fraction of the theoretical maximum amount of product (1.0 means a 100% yield; for example, 0.34 means a 34% yield). (1) The yield is 0.130. The catalyst is C(O)C. The reactants are [CH2:1]([C:3]1[N:8]=[C:7]([NH:9][NH2:10])[CH:6]=[C:5]([C:11]2[CH:16]=[CH:15][CH:14]=[CH:13][C:12]=2[O:17][CH3:18])[N:4]=1)[CH3:2].[CH3:19][C:20]([C:22]1[CH:27]=[CH:26][C:25]([N:28]([CH3:30])[CH3:29])=[CH:24][CH:23]=1)=O. The product is [CH2:1]([C:3]1[N:8]=[C:7]([NH:9][N:10]=[C:20]([C:22]2[CH:27]=[CH:26][C:25]([N:28]([CH3:30])[CH3:29])=[CH:24][CH:23]=2)[CH3:19])[CH:6]=[C:5]([C:11]2[CH:16]=[CH:15][CH:14]=[CH:13][C:12]=2[O:17][CH3:18])[N:4]=1)[CH3:2]. (2) The catalyst is CO. The yield is 0.850. The product is [OH:2][CH2:1][C:3]1[CH:4]=[CH:5][C:6]([N:9]([CH2:27][C:28]2[CH:29]=[CH:30][C:31]([O:34][C:35]([F:38])([F:36])[F:37])=[CH:32][CH:33]=2)[CH2:10][CH2:11][C:12]2[CH:26]=[CH:25][C:15]([O:16][C:17]([CH3:23])([CH3:24])[C:18]([O:20][CH2:21][CH3:22])=[O:19])=[CH:14][CH:13]=2)=[N:7][CH:8]=1. The reactants are [CH:1]([C:3]1[CH:4]=[CH:5][C:6]([N:9]([CH2:27][C:28]2[CH:33]=[CH:32][C:31]([O:34][C:35]([F:38])([F:37])[F:36])=[CH:30][CH:29]=2)[CH2:10][CH2:11][C:12]2[CH:26]=[CH:25][C:15]([O:16][C:17]([CH3:24])([CH3:23])[C:18]([O:20][CH2:21][CH3:22])=[O:19])=[CH:14][CH:13]=2)=[N:7][CH:8]=1)=[O:2].[BH4-].[Na+]. (3) The reactants are S(C1C=CC(C)=CC=1)([O-])(=O)=O.[NH2:12][C@@H:13]([CH3:23])[C:14]([O:16][CH:17]1[CH2:22][CH2:21][O:20][CH2:19][CH2:18]1)=[O:15].[P:24](Cl)(Cl)(=[O:36])[O:25][C:26]1[C:35]2[C:30](=[CH:31][CH:32]=[CH:33][CH:34]=2)[CH:29]=[CH:28][CH:27]=1.C(Cl)[Cl:40]. No catalyst specified. The product is [Cl:40][C:27]1[CH:28]=[CH:29][C:30]2[C:35](=[CH:34][CH:33]=[CH:32][CH:31]=2)[C:26]=1[O:25][P:24](=[N:12][C@@H:13]([CH3:23])[C:14]([O:16][CH:17]1[CH2:18][CH2:19][O:20][CH2:21][CH2:22]1)=[O:15])=[O:36]. The yield is 0.700.